Dataset: Reaction yield outcomes from USPTO patents with 853,638 reactions. Task: Predict the reaction yield, written as a fraction of the theoretical maximum amount of product (1.0 means a 100% yield; for example, 0.34 means a 34% yield). (1) The reactants are [CH2:1]([C:3]1[N:8]([C:9]2[CH:14]=[CH:13][C:12]([O:15][C:16]([CH3:21])([CH3:20])[CH:17]([OH:19])[CH3:18])=[CH:11][CH:10]=2)[C:7](=[O:22])[C:6]([CH2:23][C:24]2[CH:29]=[CH:28][C:27]([C:30]3[CH:35]=[CH:34][CH:33]=[CH:32][C:31]=3[C:36]3[NH:40][C:39](=[O:41])[O:38][N:37]=3)=[CH:26][CH:25]=2)=[C:5]([CH2:42][CH2:43][CH3:44])[N:4]=1)[CH3:2].CC(OI1(OC(C)=O)(OC(C)=O)OC(=O)C2C1=CC=CC=2)=O.C(OCC)(=O)C.S([O-])([O-])(=O)=S.[Na+].[Na+]. The catalyst is ClCCl.O. The product is [CH3:21][C:16]([CH3:20])([O:15][C:12]1[CH:13]=[CH:14][C:9]([N:8]2[C:7](=[O:22])[C:6]([CH2:23][C:24]3[CH:29]=[CH:28][C:27]([C:30]4[CH:35]=[CH:34][CH:33]=[CH:32][C:31]=4[C:36]4[NH:40][C:39](=[O:41])[O:38][N:37]=4)=[CH:26][CH:25]=3)=[C:5]([CH2:42][CH2:43][CH3:44])[N:4]=[C:3]2[CH2:1][CH3:2])=[CH:10][CH:11]=1)[C:17](=[O:19])[CH3:18]. The yield is 0.890. (2) The reactants are [OH:1][C:2]1[CH:7]=[CH:6][C:5]([C:8]2[C:9](=[O:23])[C:10]([CH3:22])([CH3:21])[O:11][C:12]=2[C:13]2[CH:18]=[CH:17][C:16]([O:19][CH3:20])=[CH:15][CH:14]=2)=[CH:4][CH:3]=1.C(=O)([O-])[O-].[Cs+].[Cs+].CN(C=O)C.[Cl:35][C:36]1[N:40]2[CH:41]=[CH:42][CH:43]=[CH:44][C:39]2=[N:38][C:37]=1[CH2:45]Cl. The catalyst is O. The product is [Cl:35][C:36]1[N:40]2[CH:41]=[CH:42][CH:43]=[CH:44][C:39]2=[N:38][C:37]=1[CH2:45][O:1][C:2]1[CH:3]=[CH:4][C:5]([C:8]2[C:9](=[O:23])[C:10]([CH3:21])([CH3:22])[O:11][C:12]=2[C:13]2[CH:18]=[CH:17][C:16]([O:19][CH3:20])=[CH:15][CH:14]=2)=[CH:6][CH:7]=1. The yield is 0.810. (3) The catalyst is CN(C=O)C. The product is [CH2:1]([O:8][C:9]1[C:10](=[O:20])[C:11]([Cl:19])=[CH:12][N:13]([CH3:15])[CH:14]=1)[C:2]1[CH:3]=[CH:4][CH:5]=[CH:6][CH:7]=1. The reactants are [CH2:1]([O:8][C:9]1[C:10](=[O:20])[C:11]([Cl:19])=[C:12](C(O)=O)[N:13]([CH3:15])[CH:14]=1)[C:2]1[CH:7]=[CH:6][CH:5]=[CH:4][CH:3]=1. The yield is 0.940. (4) The reactants are [CH2:1]([NH:3][C:4]([C:6]1[CH:11]=[CH:10][C:9]([N:12]2[CH2:17][CH2:16][N:15](C(OC(C)(C)C)=O)[CH2:14][CH2:13]2)=[C:8]([CH3:25])[CH:7]=1)=[O:5])[CH3:2].[ClH:26]. The catalyst is O1CCOCC1.C(OCC)C. The product is [ClH:26].[CH2:1]([NH:3][C:4](=[O:5])[C:6]1[CH:11]=[CH:10][C:9]([N:12]2[CH2:13][CH2:14][NH:15][CH2:16][CH2:17]2)=[C:8]([CH3:25])[CH:7]=1)[CH3:2]. The yield is 0.990.